Dataset: Full USPTO retrosynthesis dataset with 1.9M reactions from patents (1976-2016). Task: Predict the reactants needed to synthesize the given product. (1) Given the product [CH2:1]([O:3][C:4](=[O:31])[CH2:5][CH:6]1[O:10][B:9]([OH:11])[C:8]2[CH:12]=[C:13]([O:24][C:25]3[CH:30]=[N:29][CH:28]=[CH:27][N:26]=3)[CH:14]=[C:15]([OH:16])[C:7]1=2)[CH3:2], predict the reactants needed to synthesize it. The reactants are: [CH2:1]([O:3][C:4](=[O:31])[CH2:5][CH:6]1[O:10][B:9]([OH:11])[C:8]2[CH:12]=[C:13]([O:24][C:25]3[CH:30]=[N:29][CH:28]=[CH:27][N:26]=3)[CH:14]=[C:15]([O:16]CC3C=CC=CC=3)[C:7]1=2)[CH3:2]. (2) Given the product [N:23]1([C:2]2[CH:7]=[CH:6][C:5]([C:8]3[CH:9]=[C:10]4[N:15]([CH:16]=3)[CH:14]=[CH:13][CH:12]=[CH:11]4)=[CH:4][CH:3]=2)[CH2:28][CH2:27][O:26][CH2:25][CH2:24]1, predict the reactants needed to synthesize it. The reactants are: Br[C:2]1[CH:7]=[CH:6][C:5]([C:8]2[CH:9]=[C:10]3[N:15]([CH:16]=2)[CH:14]=[CH:13][CH:12]=[CH:11]3)=[CH:4][CH:3]=1.C(=O)([O-])[O-].[Cs+].[Cs+].[NH:23]1[CH2:28][CH2:27][O:26][CH2:25][CH2:24]1.C1(P(C2CCCCC2)C2C=CC=CC=2C2C=CC=CC=2N(C)C)CCCCC1. (3) Given the product [Cl:8][C:7]1[N:6]=[C:5]([CH3:9])[N:4]=[C:3]2[C:2]=1[N:1]=[C:18]([C:17]1[CH:20]=[CH:21][CH:22]=[CH:23][C:16]=1[Cl:15])[N:10]2[CH2:11][C:12]([NH2:14])=[O:13], predict the reactants needed to synthesize it. The reactants are: [NH2:1][C:2]1[C:3]([NH:10][CH2:11][C:12]([NH2:14])=[O:13])=[N:4][C:5]([CH3:9])=[N:6][C:7]=1[Cl:8].[Cl:15][C:16]1[CH:23]=[CH:22][CH:21]=[CH:20][C:17]=1[CH:18]=O.C1(C)C=CC(S(O)(=O)=O)=CC=1.ClC1C(=O)C(C#N)=C(C#N)C(=O)C=1Cl. (4) Given the product [C:23]1([CH:22]([C:29]2[CH:30]=[CH:31][CH:32]=[CH:33][CH:34]=2)[CH2:21][C:20]([N:16]2[CH2:17][CH2:18][CH2:19][C@H:15]2[C:14]([NH:13][CH2:12][C:11]2[CH:37]=[C:38]([Cl:41])[CH:39]=[CH:40][C:10]=2[CH2:9][NH2:8])=[O:36])=[O:35])[CH:24]=[CH:25][CH:26]=[CH:27][CH:28]=1, predict the reactants needed to synthesize it. The reactants are: C(OC([NH:8][CH2:9][C:10]1[CH:40]=[CH:39][C:38]([Cl:41])=[CH:37][C:11]=1[CH2:12][NH:13][C:14](=[O:36])[C@@H:15]1[CH2:19][CH2:18][CH2:17][N:16]1[C:20](=[O:35])[CH2:21][CH:22]([C:29]1[CH:34]=[CH:33][CH:32]=[CH:31][CH:30]=1)[C:23]1[CH:28]=[CH:27][CH:26]=[CH:25][CH:24]=1)=O)(C)(C)C.Cl.CCOC(C)=O. (5) Given the product [F:46][C:38]1[C:39]([CH2:43][CH2:44][OH:45])=[CH:40][CH:41]=[CH:42][C:37]=1[CH2:36][N:33]1[CH2:34][CH2:35][C:30]2([O:25][CH2:26][CH2:27][N:28]([C:57]([C:55]3[N:56]=[C:52]([CH:49]([CH2:50][CH3:51])[CH2:48][CH3:47])[S:53][CH:54]=3)=[O:58])[CH2:29]2)[CH2:31][CH2:32]1, predict the reactants needed to synthesize it. The reactants are: F[P-](F)(F)(F)(F)F.N1(OC(N(C)C)=[N+](C)C)C2N=CC=CC=2N=N1.[O:25]1[C:30]2([CH2:35][CH2:34][N:33]([CH2:36][C:37]3[C:38]([F:46])=[C:39]([CH2:43][CH2:44][OH:45])[CH:40]=[CH:41][CH:42]=3)[CH2:32][CH2:31]2)[CH2:29][NH:28][CH2:27][CH2:26]1.[CH3:47][CH2:48][CH:49]([C:52]1[S:53][CH:54]=[C:55]([C:57](O)=[O:58])[N:56]=1)[CH2:50][CH3:51].C(N(CC)CC)C. (6) Given the product [CH3:33][C:28]1([CH3:32])[O:29][CH2:30][CH2:31][N:26]([CH2:25][C:22]2[O:21][C:20]([C:4]3[CH:3]=[C:2]([C:42]4[CH:50]=[CH:49][CH:48]=[C:47]5[C:43]=4[CH:44]=[CH:45][NH:46]5)[CH:10]=[C:9]4[C:5]=3[CH:6]=[N:7][NH:8]4)=[N:24][N:23]=2)[CH2:27]1, predict the reactants needed to synthesize it. The reactants are: Br[C:2]1[CH:10]=[C:9]2[C:5]([CH:6]=[N:7][N:8]2S(C2C=CC=CC=2)(=O)=O)=[C:4]([C:20]2[O:21][C:22]([CH2:25][N:26]3[CH2:31][CH2:30][O:29][C:28]([CH3:33])([CH3:32])[CH2:27]3)=[N:23][N:24]=2)[CH:3]=1.CC1(C)C(C)(C)OB([C:42]2[CH:50]=[CH:49][CH:48]=[C:47]3[C:43]=2[CH:44]=[CH:45][NH:46]3)O1.[O-]P([O-])([O-])=O.[K+].[K+].[K+].[OH-].[Na+]. (7) Given the product [C:28]([O:31][CH2:32][C:33]1[C:34]([N:48]2[CH2:60][CH2:59][N:51]3[C:52]4[CH2:53][CH2:54][CH2:55][CH2:56][C:57]=4[CH:58]=[C:50]3[C:49]2=[O:61])=[CH:35][CH:36]=[CH:37][C:38]=1[C:2]1[N:7]=[C:6]([NH:8][C:9]2[CH:10]=[C:11]3[C:16](=[CH:17][CH:18]=2)[CH2:15][N:14]([C:19]([O:21][C:22]([CH3:25])([CH3:24])[CH3:23])=[O:20])[CH2:13][CH2:12]3)[C:5](=[O:26])[N:4]([CH3:27])[CH:3]=1)(=[O:30])[CH3:29], predict the reactants needed to synthesize it. The reactants are: Br[C:2]1[N:7]=[C:6]([NH:8][C:9]2[CH:10]=[C:11]3[C:16](=[CH:17][CH:18]=2)[CH2:15][N:14]([C:19]([O:21][C:22]([CH3:25])([CH3:24])[CH3:23])=[O:20])[CH2:13][CH2:12]3)[C:5](=[O:26])[N:4]([CH3:27])[CH:3]=1.[C:28]([O:31][CH2:32][C:33]1[C:38](B2OC(C)(C)C(C)(C)O2)=[CH:37][CH:36]=[CH:35][C:34]=1[N:48]1[CH2:60][CH2:59][N:51]2[C:52]3[CH2:53][CH2:54][CH2:55][CH2:56][C:57]=3[CH:58]=[C:50]2[C:49]1=[O:61])(=[O:30])[CH3:29].C([O-])([O-])=O.[Na+].[Na+].COCCOC. (8) Given the product [CH:41]1([S:40][C:39]2[N:38]([C:46]3[CH:55]=[CH:54][C:49]([C:50]([O:52][CH3:53])=[O:51])=[CH:48][CH:47]=3)[N:37]=[CH:36][C:35]=2[C:33](=[O:34])[NH:32][CH:26]2[CH2:31][CH2:30][CH2:29][CH2:28][CH2:27]2)[CH2:42][CH2:43][CH2:3][CH2:2][CH2:44][CH2:45]1, predict the reactants needed to synthesize it. The reactants are: Cl[C:2]1N(C2C=CC(C(OC)=O)=CC=2)N=C[C:3]=1C(=O)NC1CCCCC1.[CH:26]1([NH:32][C:33]([C:35]2[CH:36]=[N:37][N:38]([C:46]3[CH:55]=[CH:54][C:49]([C:50]([O:52][CH3:53])=[O:51])=[CH:48][CH:47]=3)[C:39]=2[S:40][CH:41]2[CH2:45][CH2:44][CH2:43][CH2:42]2)=[O:34])[CH2:31][CH2:30][CH2:29][CH2:28][CH2:27]1. (9) The reactants are: FC1C=CC(CNC)=CC=1.[CH3:11][O:12][C:13]1[CH:23]=[CH:22][C:16]([O:17][CH2:18][CH2:19][NH:20][CH3:21])=[CH:15][CH:14]=1.[F:24][C:25]1[CH:47]=[CH:46][C:28]([CH2:29][NH:30][C:31]([C:33]2[S:37][C:36]([C:38]3[CH:43]=[N:42][CH:41]=[C:40](I)[N:39]=3)=[N:35][C:34]=2[CH3:45])=[O:32])=[CH:27][CH:26]=1. Given the product [F:24][C:25]1[CH:47]=[CH:46][C:28]([CH2:29][NH:30][C:31]([C:33]2[S:37][C:36]([C:38]3[CH:43]=[N:42][CH:41]=[C:40]([N:20]([CH2:19][CH2:18][O:17][C:16]4[CH:22]=[CH:23][C:13]([O:12][CH3:11])=[CH:14][CH:15]=4)[CH3:21])[N:39]=3)=[N:35][C:34]=2[CH3:45])=[O:32])=[CH:27][CH:26]=1, predict the reactants needed to synthesize it.